Dataset: Reaction yield outcomes from USPTO patents with 853,638 reactions. Task: Predict the reaction yield, written as a fraction of the theoretical maximum amount of product (1.0 means a 100% yield; for example, 0.34 means a 34% yield). (1) The reactants are C[Si]([N-][Si](C)(C)C)(C)C.[Li+].[O:11]=[C:12]1[CH2:17][CH2:16][N:15]([C:18]([O:20][C:21]([CH3:24])([CH3:23])[CH3:22])=[O:19])[CH2:14][CH2:13]1.N1([C:30](=[O:38])[CH2:31][CH2:32][CH:33]2[CH2:37][CH2:36][CH2:35][O:34]2)C=CN=C1.C(O)(=O)C. The catalyst is C1(C)C=CC=CC=1.O. The product is [O:11]=[C:12]1[CH2:13][CH2:14][N:15]([C:18]([O:20][C:21]([CH3:24])([CH3:23])[CH3:22])=[O:19])[CH2:16][CH:17]1[C:30](=[O:38])[CH2:31][CH2:32][CH:33]1[CH2:37][CH2:36][CH2:35][O:34]1. The yield is 0.389. (2) The reactants are COC(=O)[O:4][C:5]1[CH:10]=[C:9]([N+:11]([O-:13])=[O:12])[C:8]([C:14]([CH3:17])([CH3:16])[CH3:15])=[CH:7][C:6]=1[C:18]([CH3:21])([CH3:20])[CH3:19].COC(=O)OC1C([N+]([O-])=O)=CC(C(C)(C)C)=CC=1C(C)(C)C.[OH-].[K+].Cl. The yield is 0.290. The product is [C:18]([C:6]1[CH:7]=[C:8]([C:14]([CH3:16])([CH3:15])[CH3:17])[C:9]([N+:11]([O-:13])=[O:12])=[CH:10][C:5]=1[OH:4])([CH3:19])([CH3:20])[CH3:21]. The catalyst is CO. (3) The reactants are [F:1][C:2]1[CH:10]=[C:9]([O:11][CH3:12])[CH:8]=[CH:7][C:3]=1[C:4]([OH:6])=[O:5].S(Cl)(Cl)=O.[CH3:17]O. No catalyst specified. The product is [CH3:17][O:5][C:4](=[O:6])[C:3]1[CH:7]=[CH:8][C:9]([O:11][CH3:12])=[CH:10][C:2]=1[F:1]. The yield is 0.920. (4) The reactants are Cl[C:2]1[C:7]([NH2:8])=[C:6]([Cl:9])[CH:5]=[C:4]([C:10]2[CH:15]=[CH:14][CH:13]=[CH:12][CH:11]=2)[N:3]=1.[Si]([C:20]#[CH:21])(C)(C)C. The catalyst is CCN(CC)CC.Cl[Pd](Cl)([P](C1C=CC=CC=1)(C1C=CC=CC=1)C1C=CC=CC=1)[P](C1C=CC=CC=1)(C1C=CC=CC=1)C1C=CC=CC=1.[Cu]I. The product is [Cl:9][C:6]1[CH:5]=[C:4]([C:10]2[CH:15]=[CH:14][CH:13]=[CH:12][CH:11]=2)[N:3]=[C:2]([C:20]#[CH:21])[C:7]=1[NH2:8]. The yield is 0.590. (5) The reactants are [OH:1][C:2]1[CH:7]=[CH:6][CH:5]=[CH:4][C:3]=1[CH:8]=[CH:9][C:10](=[O:20])[CH:11]=[CH:12][C:13]1[CH:18]=[CH:17][CH:16]=[CH:15][C:14]=1[OH:19].[BH4-].[Na+]. The catalyst is C1COCC1.CO. The product is [OH:1][C:2]1[CH:7]=[CH:6][CH:5]=[CH:4][C:3]=1[CH:8]=[CH:9][CH:10]([OH:20])[CH2:11][CH2:12][C:13]1[CH:18]=[CH:17][CH:16]=[CH:15][C:14]=1[OH:19]. The yield is 0.660.